This data is from Catalyst prediction with 721,799 reactions and 888 catalyst types from USPTO. The task is: Predict which catalyst facilitates the given reaction. (1) Reactant: [Cl:1][C:2]1[C:7]2[CH2:8][CH2:9][NH:10][C:6]=2[CH:5]=[CH:4][N:3]=1.[Li+].C[Si]([N-][Si](C)(C)C)(C)C.[CH2:21]([N:23]([CH2:28][CH3:29])[C:24](=[O:27])[CH2:25]Cl)[CH3:22]. Product: [Cl:1][C:2]1[C:7]2[CH2:8][CH2:9][N:10]([CH2:25][C:24]([N:23]([CH2:28][CH3:29])[CH2:21][CH3:22])=[O:27])[C:6]=2[CH:5]=[CH:4][N:3]=1. The catalyst class is: 20. (2) Reactant: [CH3:1][C:2]1[CH:7]=[C:6]([CH3:8])[CH:5]=[CH:4][C:3]=1[N:9]=[C:10]=[O:11].[Cl:12][C:13]1[CH:22]=[CH:21][C:16]([C:17]([NH:19][NH2:20])=[O:18])=[CH:15][CH:14]=1. Product: [CH3:1][C:2]1[CH:7]=[C:6]([CH3:8])[CH:5]=[CH:4][C:3]=1[NH:9][C:10](=[O:11])[NH:20][NH:19][C:17](=[O:18])[C:16]1[CH:15]=[CH:14][C:13]([Cl:12])=[CH:22][CH:21]=1. The catalyst class is: 2. (3) Reactant: [CH2:1]([O:8][C:9]1[CH:14]=[C:13](O)[CH:12]=[CH:11][C:10]=1[C:16](=[O:18])[CH3:17])[C:2]1[CH:7]=[CH:6][CH:5]=[CH:4][CH:3]=1.[OH-:19].[Na+].Cl.[OH2:22]. Product: [CH2:1]([O:8][C:9]1[CH:14]=[CH:13][CH:12]=[C:11]([OH:19])[C:10]=1[C:16](=[O:18])/[CH:17]=[CH:16]/[C:10]1[CH:11]=[CH:12][C:13]([O:22][CH2:1][C:2]2[CH:7]=[CH:6][CH:5]=[CH:4][CH:3]=2)=[CH:14][CH:9]=1)[C:2]1[CH:7]=[CH:6][CH:5]=[CH:4][CH:3]=1. The catalyst class is: 14. (4) Reactant: [F:1][C:2]1[CH:3]=[C:4]([CH:9]([OH:27])[C:10]([NH:12][NH:13][C:14](=[O:26])[C:15]2[CH:20]=[CH:19][C:18]([O:21]C)=[C:17]([CH3:23])[C:16]=2[CH2:24][CH3:25])=[O:11])[CH:5]=[C:6]([F:8])[CH:7]=1.B(Br)(Br)Br. Product: [F:1][C:2]1[CH:3]=[C:4]([CH:9]([OH:27])[C:10]([NH:12][NH:13][C:14](=[O:26])[C:15]2[CH:20]=[CH:19][C:18]([OH:21])=[C:17]([CH3:23])[C:16]=2[CH2:24][CH3:25])=[O:11])[CH:5]=[C:6]([F:8])[CH:7]=1. The catalyst class is: 4. (5) Reactant: [CH2:1]([O:8][C:9]1[CH:17]=[CH:16][C:12]([CH:13]=[N:14][OH:15])=[CH:11][CH:10]=1)[C:2]1[CH:7]=[CH:6][CH:5]=[CH:4][CH:3]=1.[CH2:18]([OH:21])[C:19]#[CH:20].[O-]Cl.[Na+]. Product: [CH2:1]([O:8][C:9]1[CH:10]=[CH:11][C:12]([C:13]2[CH:20]=[C:19]([CH2:18][OH:21])[O:15][N:14]=2)=[CH:16][CH:17]=1)[C:2]1[CH:3]=[CH:4][CH:5]=[CH:6][CH:7]=1. The catalyst class is: 2. (6) Reactant: [CH:1]1([C:4]2[CH:5]=[C:6]([C:18]#[CH:19])[CH:7]=[C:8]3[C:13]=2[O:12][C:11]([CH3:15])([CH3:14])[CH2:10][C:9]3([CH3:17])[CH3:16])[CH2:3][CH2:2]1.[CH2:20]([O:22][C:23](=[O:31])[C:24]1[CH:29]=[CH:28][C:27](I)=[CH:26][CH:25]=1)[CH3:21].C(N(CC)CC)C.C(OCC)(=O)C. Product: [CH2:20]([O:22][C:23](=[O:31])[C:24]1[CH:29]=[CH:28][C:27]([C:19]#[C:18][C:6]2[CH:7]=[C:8]3[C:13](=[C:4]([CH:1]4[CH2:3][CH2:2]4)[CH:5]=2)[O:12][C:11]([CH3:14])([CH3:15])[CH2:10][C:9]3([CH3:17])[CH3:16])=[CH:26][CH:25]=1)[CH3:21]. The catalyst class is: 730.